Dataset: Forward reaction prediction with 1.9M reactions from USPTO patents (1976-2016). Task: Predict the product of the given reaction. (1) Given the reactants [NH2:1][C:2]1[CH:3]=[C:4]([C:8]2[C:17]3[C:12](=[C:13]([C:18]4[CH:23]=[CH:22][CH:21]=[CH:20][CH:19]=4)[CH:14]=[CH:15][CH:16]=3)[C:11]([NH:24][CH2:25][C:26]3[CH:31]=[CH:30][CH:29]=[CH:28][N:27]=3)=[N:10][C:9]=2[Cl:32])[CH:5]=[CH:6][CH:7]=1.N1[CH:38]=[CH:37]C=CC=1.C([CH:41]([C:45](Cl)=[O:46])[C:42](Cl)=[O:43])C.[OH2:48], predict the reaction product. The product is: [Cl:32][C:9]1[N:10]=[C:11]([NH:24][CH2:25][C:26]2[CH:31]=[CH:30][CH:29]=[CH:28][N:27]=2)[C:12]2[C:17]([C:8]=1[C:4]1[CH:3]=[C:2]([NH:1][C:45](=[O:46])[CH2:41][C:42]([O:43][CH2:37][CH3:38])=[O:48])[CH:7]=[CH:6][CH:5]=1)=[CH:16][CH:15]=[CH:14][C:13]=2[C:18]1[CH:23]=[CH:22][CH:21]=[CH:20][CH:19]=1. (2) Given the reactants [OH:1][C:2]1[CH:7]=[CH:6][CH:5]=[CH:4][C:3]=1[CH:8]([OH:20])[CH2:9][CH2:10][CH2:11][CH2:12][CH2:13][CH2:14][CH2:15]CCCO.CN(C)C=O.[Cr](O[Cr]([O-])(=O)=O)([O-])(=O)=O.[NH+]1C=CC=CC=1.[NH+]1C=CC=CC=1.[C:47]([O:50]CC)(=[O:49])[CH3:48], predict the reaction product. The product is: [OH:1][C:2]1[CH:7]=[CH:6][CH:5]=[CH:4][C:3]=1[C:8](=[O:20])[CH2:9][CH2:10][CH2:11][CH2:12][CH2:13][CH2:14][CH2:15][CH2:48][C:47]([OH:50])=[O:49].